Dataset: NCI-60 drug combinations with 297,098 pairs across 59 cell lines. Task: Regression. Given two drug SMILES strings and cell line genomic features, predict the synergy score measuring deviation from expected non-interaction effect. (1) Drug 1: CC=C1C(=O)NC(C(=O)OC2CC(=O)NC(C(=O)NC(CSSCCC=C2)C(=O)N1)C(C)C)C(C)C. Drug 2: C1C(C(OC1N2C=NC(=NC2=O)N)CO)O. Cell line: 786-0. Synergy scores: CSS=33.0, Synergy_ZIP=-0.696, Synergy_Bliss=4.67, Synergy_Loewe=-7.73, Synergy_HSA=3.73. (2) Drug 1: C1CC(=O)NC(=O)C1N2CC3=C(C2=O)C=CC=C3N. Drug 2: COC1=C2C(=CC3=C1OC=C3)C=CC(=O)O2. Cell line: ACHN. Synergy scores: CSS=2.08, Synergy_ZIP=0.784, Synergy_Bliss=0.852, Synergy_Loewe=-0.782, Synergy_HSA=-0.716. (3) Drug 1: C1CC(C1)(C(=O)O)C(=O)O.[NH2-].[NH2-].[Pt+2]. Drug 2: N.N.Cl[Pt+2]Cl. Cell line: MOLT-4. Synergy scores: CSS=85.0, Synergy_ZIP=1.50, Synergy_Bliss=2.14, Synergy_Loewe=2.38, Synergy_HSA=3.74. (4) Drug 1: CC(C)(C#N)C1=CC(=CC(=C1)CN2C=NC=N2)C(C)(C)C#N. Drug 2: CC1CCCC2(C(O2)CC(NC(=O)CC(C(C(=O)C(C1O)C)(C)C)O)C(=CC3=CSC(=N3)C)C)C. Cell line: SNB-19. Synergy scores: CSS=41.0, Synergy_ZIP=2.79, Synergy_Bliss=1.94, Synergy_Loewe=-11.6, Synergy_HSA=1.29. (5) Drug 1: C1=CC=C(C(=C1)C(C2=CC=C(C=C2)Cl)C(Cl)Cl)Cl. Drug 2: CC1CCC2CC(C(=CC=CC=CC(CC(C(=O)C(C(C(=CC(C(=O)CC(OC(=O)C3CCCCN3C(=O)C(=O)C1(O2)O)C(C)CC4CCC(C(C4)OC)O)C)C)O)OC)C)C)C)OC. Cell line: NCI-H522. Synergy scores: CSS=-3.82, Synergy_ZIP=-0.416, Synergy_Bliss=-3.99, Synergy_Loewe=-3.78, Synergy_HSA=-4.68. (6) Drug 1: CN(C)C1=NC(=NC(=N1)N(C)C)N(C)C. Drug 2: CCCCC(=O)OCC(=O)C1(CC(C2=C(C1)C(=C3C(=C2O)C(=O)C4=C(C3=O)C=CC=C4OC)O)OC5CC(C(C(O5)C)O)NC(=O)C(F)(F)F)O. Cell line: NCI-H522. Synergy scores: CSS=-4.29, Synergy_ZIP=0.963, Synergy_Bliss=-2.10, Synergy_Loewe=-7.76, Synergy_HSA=-5.50. (7) Drug 1: C1=CC(=CC=C1C#N)C(C2=CC=C(C=C2)C#N)N3C=NC=N3. Drug 2: C1CC(=O)NC(=O)C1N2C(=O)C3=CC=CC=C3C2=O. Cell line: NCI-H522. Synergy scores: CSS=-3.93, Synergy_ZIP=1.22, Synergy_Bliss=0.739, Synergy_Loewe=-1.98, Synergy_HSA=-1.97.